Dataset: Forward reaction prediction with 1.9M reactions from USPTO patents (1976-2016). Task: Predict the product of the given reaction. (1) Given the reactants Br[C:2]1[C:11]2[C:6](=[CH:7][CH:8]=[CH:9][CH:10]=2)[C:5](=[O:12])[O:4][C:3]=1[CH:13]([OH:15])[CH3:14].CN1CC(=O)OB([C:26]2[S:30][CH:29]=[N:28][CH:27]=2)OC(=O)C1.C([O-])([O-])=O.[Cs+].[Cs+], predict the reaction product. The product is: [OH:15][CH:13]([C:3]1[O:4][C:5](=[O:12])[C:6]2[C:11]([C:2]=1[C:26]1[S:30][CH:29]=[N:28][CH:27]=1)=[CH:10][CH:9]=[CH:8][CH:7]=2)[CH3:14]. (2) Given the reactants [CH3:1][C:2]1([CH3:11])[O:6][C@:5]([CH3:10])([CH:7]=[N:8][OH:9])[CH2:4][O:3]1.[Cl:12]N1C(=O)CCC1=O, predict the reaction product. The product is: [OH:9][N:8]=[C:7]([Cl:12])[C@:5]1([CH3:10])[CH2:4][O:3][C:2]([CH3:11])([CH3:1])[O:6]1.